This data is from Full USPTO retrosynthesis dataset with 1.9M reactions from patents (1976-2016). The task is: Predict the reactants needed to synthesize the given product. (1) The reactants are: [CH:1]1([CH2:5][C:6]2[N:7]=[C:8]([C:11]([O:13]CC)=O)[S:9][CH:10]=2)[CH2:4][CH2:3][CH2:2]1.[NH3:16]. Given the product [CH:1]1([CH2:5][C:6]2[N:7]=[C:8]([C:11]([NH2:16])=[O:13])[S:9][CH:10]=2)[CH2:4][CH2:3][CH2:2]1, predict the reactants needed to synthesize it. (2) Given the product [F:22][C:19]([F:20])([F:21])[C:14]1[CH:15]=[CH:16][CH:17]=[C:18]2[C:13]=1[N:12]=[CH:11][N:10]=[C:9]2[C:5]1[CH:4]=[C:3]([OH:2])[CH:8]=[CH:7][CH:6]=1, predict the reactants needed to synthesize it. The reactants are: C[O:2][C:3]1[CH:4]=[C:5]([C:9]2[C:18]3[C:13](=[C:14]([C:19]([F:22])([F:21])[F:20])[CH:15]=[CH:16][CH:17]=3)[N:12]=[CH:11][N:10]=2)[CH:6]=[CH:7][CH:8]=1.Cl.N1C=CC=CC=1.C([O-])(O)=O.[Na+]. (3) Given the product [ClH:33].[CH2:1]([NH:8][C:9]1[N:10]=[CH:11][NH:12][CH:13]=1)[C:2]1[CH:3]=[CH:4][CH:5]=[CH:6][CH:7]=1, predict the reactants needed to synthesize it. The reactants are: [CH2:1]([NH:8][C:9]1[N:10]=[CH:11][N:12](C(C2C=CC=CC=2)(C2C=CC=CC=2)C2C=CC=CC=2)[CH:13]=1)[C:2]1[CH:7]=[CH:6][CH:5]=[CH:4][CH:3]=1.[ClH:33]. (4) The reactants are: [O:1]1[CH2:6][CH2:5][N:4]([C:7]2[CH:12]=[CH:11][C:10]([C:13]3[NH:36][C:16]4[N:17]=[CH:18][N:19]=[C:20]([C:21]5[CH:22]=[CH:23][C:24]([O:29][CH:30]6[CH2:35][CH2:34][NH:33][CH2:32][CH2:31]6)=[C:25]([CH:28]=5)[C:26]#[N:27])[C:15]=4[CH:14]=3)=[CH:9][CH:8]=2)[CH2:3][CH2:2]1.[C:37](O)(=[O:40])[CH2:38][OH:39].CN(C(ON1N=NC2C=CC=NC1=2)=[N+](C)C)C.F[P-](F)(F)(F)(F)F.CCN(C(C)C)C(C)C. Given the product [OH:40][CH2:37][C:38]([N:33]1[CH2:34][CH2:35][CH:30]([O:29][C:24]2[CH:23]=[CH:22][C:21]([C:20]3[C:15]4[CH:14]=[C:13]([C:10]5[CH:9]=[CH:8][C:7]([N:4]6[CH2:5][CH2:6][O:1][CH2:2][CH2:3]6)=[CH:12][CH:11]=5)[NH:36][C:16]=4[N:17]=[CH:18][N:19]=3)=[CH:28][C:25]=2[C:26]#[N:27])[CH2:31][CH2:32]1)=[O:39], predict the reactants needed to synthesize it.